This data is from Forward reaction prediction with 1.9M reactions from USPTO patents (1976-2016). The task is: Predict the product of the given reaction. (1) The product is: [Cl:21][C:22]1[CH:28]=[CH:27][C:25]([NH:26][C:2]2[C:3]3[CH:4]=[CH:5][C:6]([NH:20][CH2:19][C:17]4[O:18][C:14]([CH3:13])=[CH:15][CH:16]=4)=[N:7][C:8]=3[CH:9]=[CH:10][CH:11]=2)=[CH:24][CH:23]=1. Given the reactants I[C:2]1[CH:11]=[CH:10][CH:9]=[C:8]2[C:3]=1[CH:4]=[CH:5][C:6](Cl)=[N:7]2.[CH3:13][C:14]1[O:18][C:17]([CH2:19][NH2:20])=[CH:16][CH:15]=1.[Cl:21][C:22]1[CH:28]=[CH:27][C:25]([NH2:26])=[CH:24][CH:23]=1, predict the reaction product. (2) The product is: [CH3:5][N:4]([CH2:6][C:7]([N:9]1[CH2:14][CH2:13][CH:12]([O:15][C:16]2[CH:17]=[C:18]3[C:23](=[CH:24][CH:25]=2)[N:22]=[CH:21][N:20]=[C:19]3[NH:26][C:27]2[CH:28]=[CH:29][C:30]([O:33][CH2:39][C:40]3[CH:45]=[N:44][CH:43]=[CH:42][N:41]=3)=[CH:31][CH:32]=2)[CH2:11][CH2:10]1)=[O:8])[CH3:3]. Given the reactants Cl.Cl.[CH3:3][N:4]([CH2:6][C:7]([N:9]1[CH2:14][CH2:13][CH:12]([O:15][C:16]2[CH:17]=[C:18]3[C:23](=[CH:24][CH:25]=2)[N:22]=[CH:21][N:20]=[C:19]3[NH:26][C:27]2[CH:32]=[CH:31][C:30]([OH:33])=[CH:29][CH:28]=2)[CH2:11][CH2:10]1)=[O:8])[CH3:5].CS(O[CH2:39][C:40]1[CH:45]=[N:44][CH:43]=[CH:42][N:41]=1)(=O)=O, predict the reaction product. (3) Given the reactants [CH3:1][N:2]1[C:7]2[CH:8]=[C:9]([C:11]([OH:13])=O)[S:10][C:6]=2[C:5](=[O:14])[NH:4][C:3]1=[O:15].[CH2:16]([NH2:23])[C:17]1[CH:22]=[CH:21][CH:20]=[CH:19][CH:18]=1.C(N(C(C)C)CC)(C)C.CN(C(ON1N=NC2C=CC=NC1=2)=[N+](C)C)C.F[P-](F)(F)(F)(F)F, predict the reaction product. The product is: [CH2:16]([NH:23][C:11]([C:9]1[S:10][C:6]2[C:5](=[O:14])[NH:4][C:3](=[O:15])[N:2]([CH3:1])[C:7]=2[CH:8]=1)=[O:13])[C:17]1[CH:22]=[CH:21][CH:20]=[CH:19][CH:18]=1.